From a dataset of Peptide-MHC class I binding affinity with 185,985 pairs from IEDB/IMGT. Regression. Given a peptide amino acid sequence and an MHC pseudo amino acid sequence, predict their binding affinity value. This is MHC class I binding data. (1) The peptide sequence is ALMRWRHPR. The MHC is HLA-B40:01 with pseudo-sequence HLA-B40:01. The binding affinity (normalized) is 0.0847. (2) The peptide sequence is MERFSWHVA. The MHC is HLA-B83:01 with pseudo-sequence HLA-B83:01. The binding affinity (normalized) is 0.213.